Dataset: Forward reaction prediction with 1.9M reactions from USPTO patents (1976-2016). Task: Predict the product of the given reaction. (1) The product is: [N+:12]([C:3]1[CH:4]=[C:5]([C:8]([F:11])([F:10])[F:9])[CH:6]=[CH:7][C:2]=1[NH:21][CH:22]([CH2:25][CH3:26])[CH2:23][OH:24])([O-:14])=[O:13]. Given the reactants F[C:2]1[CH:7]=[CH:6][C:5]([C:8]([F:11])([F:10])[F:9])=[CH:4][C:3]=1[N+:12]([O-:14])=[O:13].C([O-])([O-])=O.[K+].[K+].[NH2:21][CH:22]([CH2:25][CH3:26])[CH2:23][OH:24], predict the reaction product. (2) Given the reactants Cl.[CH3:2][C:3]1[N:8]=[CH:7][C:6]([CH2:9][CH2:10][CH2:11][NH:12]C(=O)OC(C)(C)C)=[CH:5][C:4]=1[NH:20][C:21]1[N:22]=[CH:23][C:24]2[CH2:25][C:26](=[O:40])[NH:27][C:28]3[CH:35]=[C:34]([C:36]([F:39])([F:38])[F:37])[CH:33]=[CH:32][C:29]=3[C:30]=2[N:31]=1, predict the reaction product. The product is: [NH2:12][CH2:11][CH2:10][CH2:9][C:6]1[CH:5]=[C:4]([NH:20][C:21]2[N:22]=[CH:23][C:24]3[CH2:25][C:26](=[O:40])[NH:27][C:28]4[CH:35]=[C:34]([C:36]([F:39])([F:38])[F:37])[CH:33]=[CH:32][C:29]=4[C:30]=3[N:31]=2)[C:3]([CH3:2])=[N:8][CH:7]=1. (3) Given the reactants CN(C)C(N(C)C)=N.[CH3:9][O:10][C:11](=[O:41])[CH:12](P(OC)(OC)=O)[NH:13][C:14](=[O:34])[C:15]1[C:20]([CH3:21])=[CH:19][C:18]([C:22]([NH:24][CH2:25][C:26]2[CH:31]=[CH:30][CH:29]=[C:28]([OH:32])[CH:27]=2)=[O:23])=[CH:17][C:16]=1[Cl:33].[CH3:42][C:43]([CH3:59])([O:45][C:46]([N:48]1[C:52]2[CH:53]=[CH:54][C:55]([CH:57]=O)=[CH:56][C:51]=2[N:50]=[N:49]1)=[O:47])[CH3:44], predict the reaction product. The product is: [CH3:9][O:10][C:11](=[O:41])/[C:12](/[NH:13][C:14](=[O:34])[C:15]1[C:20]([CH3:21])=[CH:19][C:18]([C:22]([NH:24][CH2:25][C:26]2[CH:31]=[CH:30][CH:29]=[C:28]([OH:32])[CH:27]=2)=[O:23])=[CH:17][C:16]=1[Cl:33])=[CH:57]/[C:55]1[CH:54]=[CH:53][C:52]2[N:48]([C:46]([O:45][C:43]([CH3:42])([CH3:59])[CH3:44])=[O:47])[N:49]=[N:50][C:51]=2[CH:56]=1.